Dataset: Full USPTO retrosynthesis dataset with 1.9M reactions from patents (1976-2016). Task: Predict the reactants needed to synthesize the given product. (1) Given the product [CH3:23][O:22][C:20]([C:16]1[S:17][CH:18]=[CH:19][C:15]=1[NH:14][CH:3]([C:7]1[CH:8]=[CH:9][CH:10]=[CH:11][CH:12]=1)[C:4]([OH:6])=[O:5])=[O:21], predict the reactants needed to synthesize it. The reactants are: C([C:3](Br)([C:7]1[CH:12]=[CH:11][CH:10]=[CH:9][CH:8]=1)[C:4]([OH:6])=[O:5])C.[NH2:14][C:15]1[CH:19]=[CH:18][S:17][C:16]=1[C:20]([O:22][CH3:23])=[O:21]. (2) Given the product [CH2:22]([O:21][C:18]1[CH:19]=[CH:20][C:15]([N:5]2[C:6]3[CH2:7][CH2:8][CH2:9][CH2:10][C:11]=3[C:3]([C:2]([F:1])([F:12])[F:13])=[N:4]2)=[CH:16][CH:17]=1)[CH2:23][CH3:24], predict the reactants needed to synthesize it. The reactants are: [F:1][C:2]([F:13])([F:12])[C:3]1[C:11]2[CH2:10][CH2:9][CH2:8][CH2:7][C:6]=2[NH:5][N:4]=1.Br[C:15]1[CH:20]=[CH:19][C:18]([O:21][CH2:22][CH2:23][CH3:24])=[CH:17][CH:16]=1.CN(C)CC(O)=O.C(=O)([O-])[O-].[K+].[K+]. (3) Given the product [ClH:1].[F:48][C:3]([F:2])([F:47])[C:4]1[CH:5]=[C:6]([C:14]([CH3:45])([CH3:46])[C:15]([N:17]([C:19]2[CH:20]=[N:21][C:22]([N:33]3[C@H:42]([CH2:43][OH:44])[CH2:41][N:40]4[C@H:35]([CH2:36][O:37][CH2:38][CH2:39]4)[CH2:34]3)=[CH:23][C:24]=2[C:25]2[C:26]([CH3:32])=[N:27][C:28]([F:31])=[CH:29][CH:30]=2)[CH3:18])=[O:16])[CH:7]=[C:8]([C:10]([F:13])([F:12])[F:11])[CH:9]=1, predict the reactants needed to synthesize it. The reactants are: [ClH:1].[F:2][C:3]([F:48])([F:47])[C:4]1[CH:5]=[C:6]([C:14]([CH3:46])([CH3:45])[C:15]([N:17]([C:19]2[CH:20]=[N:21][C:22]([N:33]3[C@H:42]([CH2:43][OH:44])[CH2:41][N:40]4[C@H:35]([CH2:36][O:37][CH2:38][CH2:39]4)[CH2:34]3)=[CH:23][C:24]=2[C:25]2[C:26]([CH3:32])=[N:27][C:28]([F:31])=[CH:29][CH:30]=2)[CH3:18])=[O:16])[CH:7]=[C:8]([C:10]([F:13])([F:12])[F:11])[CH:9]=1. (4) Given the product [CH2:1]([O:3][C:4]([C:6]1[CH:7]=[N:8][C:9]2[C:14]([C:15]=1[NH:25][CH2:24][CH2:23][CH2:22][CH2:21][F:20])=[CH:13][C:12]([Cl:17])=[CH:11][C:10]=2[O:18][CH3:19])=[O:5])[CH3:2], predict the reactants needed to synthesize it. The reactants are: [CH2:1]([O:3][C:4]([C:6]1[CH:7]=[N:8][C:9]2[C:14]([C:15]=1Cl)=[CH:13][C:12]([Cl:17])=[CH:11][C:10]=2[O:18][CH3:19])=[O:5])[CH3:2].[F:20][CH2:21][CH2:22][CH2:23][CH2:24][NH2:25]. (5) Given the product [CH2:1]([N:8]1[CH2:13][CH2:12][NH:11][C@H:10]([CH:21]([OH:26])[C:22]([F:23])([F:25])[F:24])[CH2:9]1)[C:2]1[CH:7]=[CH:6][CH:5]=[CH:4][CH:3]=1, predict the reactants needed to synthesize it. The reactants are: [CH2:1]([N:8]1[CH2:13][CH2:12][N:11](C(OC(C)(C)C)=O)[C@H:10]([CH:21]([O:26][Si](C)(C)C)[C:22]([F:25])([F:24])[F:23])[CH2:9]1)[C:2]1[CH:7]=[CH:6][CH:5]=[CH:4][CH:3]=1.C(O)(C(F)(F)F)=O.C(=O)([O-])O.[Na+].C(=O)([O-])[O-].[K+].[K+].